Dataset: Forward reaction prediction with 1.9M reactions from USPTO patents (1976-2016). Task: Predict the product of the given reaction. (1) Given the reactants [CH:1]1([N:6]2[CH2:12][C:11]([F:14])([F:13])[C:10](=[O:15])[N:9]([CH3:16])[C:8]3[CH:17]=[N:18][C:19]([NH:21][C:22]4[CH:30]=[CH:29][C:25]([C:26](O)=[O:27])=[CH:24][C:23]=4[O:31][CH2:32][CH3:33])=[N:20][C:7]2=3)[CH2:5][CH2:4][CH2:3][CH2:2]1.F[P-](F)(F)(F)(F)F.C[N:42](C(N(C)C)=[N+]1C2C(=NC=CC=2)[N+]([O-])=N1)C.C(N(C(C)C)CC)(C)C.[Cl-].[NH4+], predict the reaction product. The product is: [CH:1]1([N:6]2[CH2:12][C:11]([F:14])([F:13])[C:10](=[O:15])[N:9]([CH3:16])[C:8]3[CH:17]=[N:18][C:19]([NH:21][C:22]4[CH:30]=[CH:29][C:25]([C:26]([NH2:42])=[O:27])=[CH:24][C:23]=4[O:31][CH2:32][CH3:33])=[N:20][C:7]2=3)[CH2:5][CH2:4][CH2:3][CH2:2]1. (2) Given the reactants [CH3:1][O:2][C:3]1[CH:4]=[C:5]2[C:10](=[CH:11][C:12]=1[O:13][CH3:14])[N:9]=[CH:8][N:7]=[C:6]2[S:15][C:16]1[CH:17]=[C:18]([CH:20]=[CH:21][CH:22]=1)[NH2:19].[F:23][C:24]([F:45])([F:44])[C:25]([C:28]1[O:32][N:31]=[C:30]([NH:33][C:34](=O)[O:35]C2C=CC(Cl)=CC=2)[CH:29]=1)([CH3:27])[CH3:26].C(OCC)C, predict the reaction product. The product is: [CH3:1][O:2][C:3]1[CH:4]=[C:5]2[C:10](=[CH:11][C:12]=1[O:13][CH3:14])[N:9]=[CH:8][N:7]=[C:6]2[S:15][C:16]1[CH:17]=[C:18]([NH:19][C:34]([NH:33][C:30]2[CH:29]=[C:28]([C:25]([CH3:27])([CH3:26])[C:24]([F:45])([F:44])[F:23])[O:32][N:31]=2)=[O:35])[CH:20]=[CH:21][CH:22]=1.